From a dataset of Reaction yield outcomes from USPTO patents with 853,638 reactions. Predict the reaction yield, written as a fraction of the theoretical maximum amount of product (1.0 means a 100% yield; for example, 0.34 means a 34% yield). (1) The reactants are [CH3:1][O:2][C:3]([NH2:5])=N.Cl.C[O:8][C:9](=O)[CH2:10][C:11]#[N:12].[CH3:14][O-].[Na+]. The catalyst is CO. The product is [CH3:1][O:2][CH:3]1[CH2:14][C:11](=[NH:12])[CH2:10][C:9](=[O:8])[NH:5]1. The yield is 0.760. (2) The reactants are [Cl:1][C:2]1[CH:12]=[CH:11][CH:10]=[CH:9][C:3]=1[CH2:4][S:5](Cl)(=[O:7])=[O:6].[OH-].[NH4+:14]. The catalyst is CC(C)=O. The product is [Cl:1][C:2]1[CH:12]=[CH:11][CH:10]=[CH:9][C:3]=1[CH2:4][S:5]([NH2:14])(=[O:7])=[O:6]. The yield is 0.880.